From a dataset of Reaction yield outcomes from USPTO patents with 853,638 reactions. Predict the reaction yield, written as a fraction of the theoretical maximum amount of product (1.0 means a 100% yield; for example, 0.34 means a 34% yield). The reactants are [F:1][C:2]1[CH:7]=[C:6]([C:8]([F:11])([F:10])[F:9])[CH:5]=[CH:4][C:3]=1[C:12]1[N:17]=[CH:16][N:15]=[C:14]([NH:18][C:19]2[CH:24]=[CH:23][C:22]([O:25][CH3:26])=[CH:21][CH:20]=2)[C:13]=1[N+:27]([O-])=O. The catalyst is CO.C(Cl)(Cl)Cl.[Ni]. The product is [F:1][C:2]1[CH:7]=[C:6]([C:8]([F:9])([F:10])[F:11])[CH:5]=[CH:4][C:3]=1[C:12]1[N:17]=[CH:16][N:15]=[C:14]([NH:18][C:19]2[CH:24]=[CH:23][C:22]([O:25][CH3:26])=[CH:21][CH:20]=2)[C:13]=1[NH2:27]. The yield is 0.860.